From a dataset of Reaction yield outcomes from USPTO patents with 853,638 reactions. Predict the reaction yield, written as a fraction of the theoretical maximum amount of product (1.0 means a 100% yield; for example, 0.34 means a 34% yield). (1) The yield is 0.980. The product is [CH2:1]1[C:7]2[CH:8]=[CH:9][CH:10]=[CH:11][C:6]=2[CH2:5][CH2:4][CH2:3][N:2]1[C:12]1[CH:21]=[C:20]([CH2:22][CH2:23][C:24]([O:26][CH3:27])=[O:25])[C:19]2[C:14](=[CH:15][CH:16]=[CH:17][CH:18]=2)[N:13]=1. The reactants are [CH2:1]1[C:7]2[CH:8]=[CH:9][CH:10]=[CH:11][C:6]=2[CH2:5][CH2:4][CH2:3][N:2]1[C:12]1[CH:21]=[C:20](/[CH:22]=[CH:23]/[C:24]([O:26][CH3:27])=[O:25])[C:19]2[C:14](=[CH:15][CH:16]=[CH:17][CH:18]=2)[N:13]=1. The catalyst is CO.[Pd]. (2) The reactants are [Br:1][C:2]1[CH:3]=[CH:4][C:5](=[O:15])[N:6]([CH:8]([CH3:14])[C:9]([O:11]CC)=[O:10])[CH:7]=1.[OH-].[Na+].Cl. The catalyst is CO.C1COCC1. The product is [Br:1][C:2]1[CH:3]=[CH:4][C:5](=[O:15])[N:6]([CH:8]([CH3:14])[C:9]([OH:11])=[O:10])[CH:7]=1. The yield is 0.790. (3) The reactants are [CH2:1]([C:5]1[N:6]=[C:7]([CH3:27])[NH:8][C:9](=[O:26])[C:10]=1[CH2:11][C:12]1[CH:17]=[CH:16][C:15]([C:18]2[C:19]([C:24]#[N:25])=[CH:20][CH:21]=[CH:22][CH:23]=2)=[CH:14][CH:13]=1)[CH2:2][CH2:3][CH3:4].N(C(N1CCCCC1)=O)=NC(N1CCCCC1)=O.C(P(CCCC)CCCC)CCC.[S:59]1[CH:63]=[CH:62][N:61]=[C:60]1[CH2:64]O. The catalyst is O1CCCC1. The product is [CH2:1]([C:5]1[N:6]=[C:7]([CH3:27])[N:8]([CH2:64][C:60]2[S:59][CH:63]=[CH:62][N:61]=2)[C:9](=[O:26])[C:10]=1[CH2:11][C:12]1[CH:17]=[CH:16][C:15]([C:18]2[C:19]([C:24]#[N:25])=[CH:20][CH:21]=[CH:22][CH:23]=2)=[CH:14][CH:13]=1)[CH2:2][CH2:3][CH3:4]. The yield is 0.750. (4) The reactants are [S:1]1[C:5]2[CH:6]=[CH:7][CH:8]=[CH:9][C:4]=2[N:3]=[C:2]1[C:10](=[C:13](SC)SC)[C:11]#[N:12].[CH2:18]([NH2:25])[C:19]1[CH:24]=[CH:23][CH:22]=[CH:21][CH:20]=1.O.[NH2:27][NH2:28]. The catalyst is C(O)C. The product is [S:1]1[C:5]2[CH:6]=[CH:7][CH:8]=[CH:9][C:4]=2[N:3]=[C:2]1[C:10]1[C:11]([NH2:12])=[N:27][NH:28][C:13]=1[NH:25][CH2:18][C:19]1[CH:24]=[CH:23][CH:22]=[CH:21][CH:20]=1. The yield is 0.530. (5) The reactants are [CH:1]1([N:4]=[C:5]=[S:6])[CH2:3][CH2:2]1.[Cl:7][C:8]1[CH:9]=[C:10]([C:14]2[O:18][N:17]=[C:16]([CH2:19][NH:20][CH3:21])[N:15]=2)[CH:11]=[CH:12][CH:13]=1. The catalyst is CCO. The product is [Cl:7][C:8]1[CH:9]=[C:10]([C:14]2[O:18][N:17]=[C:16]([CH2:19][N:20]([CH3:21])[C:5]([NH:4][CH:1]3[CH2:3][CH2:2]3)=[S:6])[N:15]=2)[CH:11]=[CH:12][CH:13]=1. The yield is 0.780. (6) The reactants are [NH2:1]/[C:2](/[CH3:26])=[CH:3]\[C:4]([NH:6][C:7]1[CH:15]=[C:14]2[C:10]([CH:11]=[CH:12][N:13]2[CH2:16][O:17][C:18]2[CH:23]=[CH:22][CH:21]=[C:20]([C:24]#[N:25])[CH:19]=2)=[CH:9][CH:8]=1)=[O:5].[C:27](OCC)(OCC)(OCC)[CH3:28]. No catalyst specified. The product is [CH3:27][C:28]1[N:6]([C:7]2[CH:15]=[C:14]3[C:10]([CH:11]=[CH:12][N:13]3[CH2:16][O:17][C:18]3[CH:19]=[C:20]([CH:21]=[CH:22][CH:23]=3)[C:24]#[N:25])=[CH:9][CH:8]=2)[C:4](=[O:5])[CH:3]=[C:2]([CH3:26])[N:1]=1. The yield is 0.250. (7) The yield is 0.340. The catalyst is [N+](C)([O-])=O. The reactants are [Br:1][C:2]1[C:7]2[C:8](=[O:21])[N:9](C(C)(C3C=CC=CC=3)C)[CH:10](O)[C:6]=2[CH:5]=[CH:4][N:3]=1.FC(F)(F)C(O)=O.C([SiH](CC)CC)C. The product is [Br:1][C:2]1[C:7]2[C:8](=[O:21])[NH:9][CH2:10][C:6]=2[CH:5]=[CH:4][N:3]=1. (8) The reactants are [Br:1][C:2]1[CH:3]=[C:4]([CH:8]=[N:9][S:10]([C:12]([CH3:15])([CH3:14])[CH3:13])=[O:11])[CH:5]=[N:6][CH:7]=1.[F:16][C:17]([Si](C)(C)C)([F:19])[F:18]. The catalyst is CCCC[N+](CCCC)(CCCC)CCCC.C1C=CC([Si-](F)(F)(C2C=CC=CC=2)C2C=CC=CC=2)=CC=1.C1COCC1.[Cl-].[Na+].O. The product is [Br:1][C:2]1[CH:3]=[C:4]([CH:8]([NH:9][S:10]([C:12]([CH3:15])([CH3:14])[CH3:13])=[O:11])[C:17]([F:19])([F:18])[F:16])[CH:5]=[N:6][CH:7]=1. The yield is 0.770.